Dataset: NCI-60 drug combinations with 297,098 pairs across 59 cell lines. Task: Regression. Given two drug SMILES strings and cell line genomic features, predict the synergy score measuring deviation from expected non-interaction effect. (1) Drug 1: CN(C)N=NC1=C(NC=N1)C(=O)N. Drug 2: CC=C1C(=O)NC(C(=O)OC2CC(=O)NC(C(=O)NC(CSSCCC=C2)C(=O)N1)C(C)C)C(C)C. Cell line: MALME-3M. Synergy scores: CSS=72.7, Synergy_ZIP=15.4, Synergy_Bliss=13.6, Synergy_Loewe=-47.0, Synergy_HSA=12.2. (2) Drug 1: CC1=C2C(C(=O)C3(C(CC4C(C3C(C(C2(C)C)(CC1OC(=O)C(C(C5=CC=CC=C5)NC(=O)OC(C)(C)C)O)O)OC(=O)C6=CC=CC=C6)(CO4)OC(=O)C)OC)C)OC. Drug 2: CS(=O)(=O)CCNCC1=CC=C(O1)C2=CC3=C(C=C2)N=CN=C3NC4=CC(=C(C=C4)OCC5=CC(=CC=C5)F)Cl. Cell line: SW-620. Synergy scores: CSS=68.4, Synergy_ZIP=25.6, Synergy_Bliss=24.7, Synergy_Loewe=-9.64, Synergy_HSA=22.2.